This data is from Reaction yield outcomes from USPTO patents with 853,638 reactions. The task is: Predict the reaction yield, written as a fraction of the theoretical maximum amount of product (1.0 means a 100% yield; for example, 0.34 means a 34% yield). (1) The reactants are [Cl:1][C:2]1[C:3]([I:20])=[C:4]2[N:10]=[C:9]([C:11]3[CH:19]=[CH:18][C:14]([C:15]([OH:17])=O)=[CH:13][CH:12]=3)[NH:8][C:5]2=[N:6][CH:7]=1.[B-](F)(F)(F)F.CN(C(ON1C(=O)CCC1=O)=[N+](C)C)C.C(N(CC)CC)C.[NH:48]1[CH2:53][CH2:52][O:51][CH2:50][CH2:49]1.C(=O)(O)[O-].[Na+]. The catalyst is CN(C=O)C. The product is [Cl:1][C:2]1[C:3]([I:20])=[C:4]2[N:10]=[C:9]([C:11]3[CH:12]=[CH:13][C:14]([C:15]([N:48]4[CH2:53][CH2:52][O:51][CH2:50][CH2:49]4)=[O:17])=[CH:18][CH:19]=3)[NH:8][C:5]2=[N:6][CH:7]=1. The yield is 0.190. (2) The catalyst is O.CCOC(C)=O.O1CCOCC1. The yield is 0.800. The reactants are [CH3:1][C:2]1([O:8][C:9](=[O:12])[NH:10]N)[CH2:7][CH2:6][O:5][CH2:4][CH2:3]1.CC(O)=O.N([O-])=O.[Na+].N[C@@H:22]([C:26]([OH:28])=[O:27])[C@H:23]([CH3:25])[OH:24].C([O-])([O-])=O.[Na+].[Na+].Cl. The product is [OH:24][C@@H:23]([CH3:25])[C@@H:22]([NH:10][C:9]([O:8][C:2]1([CH3:1])[CH2:7][CH2:6][O:5][CH2:4][CH2:3]1)=[O:12])[C:26]([OH:28])=[O:27]. (3) The reactants are [Br:1][C:2]1[CH:10]=[C:9]([CH2:11][Br:12])[CH:8]=[CH:7][C:3]=1[C:4](O)=[O:5].B.CO. The catalyst is C1COCC1. The product is [Br:1][C:2]1[CH:10]=[C:9]([CH2:11][Br:12])[CH:8]=[CH:7][C:3]=1[CH2:4][OH:5]. The yield is 0.870. (4) The reactants are C(N(CC)C(C)C)(C)C.OC(C(F)(F)F)=O.[NH:17]1[C:21]2=[N:22][CH:23]=[CH:24][C:25]([C:26]3[CH:27]=[N:28][N:29]([C:31]4([CH2:35][C:36]#[N:37])[CH2:34][NH:33][CH2:32]4)[CH:30]=3)=[C:20]2[CH:19]=[CH:18]1.[F:38][C:39]1[CH:40]=[C:41]([CH:46]=[CH:47][C:48]=1F)[C:42]([O:44][CH3:45])=[O:43].C([O-])(O)=O.[Na+]. The catalyst is CN1CCCC1=O. The product is [C:36]([CH2:35][C:31]1([N:29]2[CH:30]=[C:26]([C:25]3[CH:24]=[CH:23][N:22]=[C:21]4[NH:17][CH:18]=[CH:19][C:20]=34)[CH:27]=[N:28]2)[CH2:32][N:33]([C:48]2[CH:47]=[CH:46][C:41]([C:42]([O:44][CH3:45])=[O:43])=[CH:40][C:39]=2[F:38])[CH2:34]1)#[N:37]. The yield is 0.330. (5) The product is [CH3:16][O:17][C:18]1[CH:32]=[CH:31][C:21]([C:22]([N:24]2[CH2:25][CH2:26][C:27]3([CH2:9][C:8](=[O:10])[C:3]4[C:2](=[CH:7][CH:6]=[CH:5][CH:4]=4)[O:1]3)[CH2:28][CH2:29]2)=[O:23])=[CH:20][C:19]=1[C:33]([F:36])([F:34])[F:35]. The catalyst is ClCCl.C(OCC)(=O)C.CO. The yield is 0.790. The reactants are [OH:1][C:2]1[CH:7]=[CH:6][CH:5]=[CH:4][C:3]=1[C:8](=[O:10])[CH3:9].N1CCCC1.[CH3:16][O:17][C:18]1[CH:32]=[CH:31][C:21]([C:22]([N:24]2[CH2:29][CH2:28][C:27](=O)[CH2:26][CH2:25]2)=[O:23])=[CH:20][C:19]=1[C:33]([F:36])([F:35])[F:34].Cl.